From a dataset of Full USPTO retrosynthesis dataset with 1.9M reactions from patents (1976-2016). Predict the reactants needed to synthesize the given product. Given the product [NH2:1][C:2]1[S:6][C:5]([C:7]([O:9][CH3:10])=[O:8])=[CH:4][CH:3]=1, predict the reactants needed to synthesize it. The reactants are: [NH2:1][C:2]1[S:6][C:5]([C:7]([OH:9])=[O:8])=[CH:4][CH:3]=1.[CH3:10]I.